From a dataset of Full USPTO retrosynthesis dataset with 1.9M reactions from patents (1976-2016). Predict the reactants needed to synthesize the given product. (1) Given the product [CH:13]1([NH:17][CH:2]([CH3:12])[C:3]([C:5]2[CH:10]=[CH:9][CH:8]=[C:7]([Cl:11])[CH:6]=2)=[O:4])[CH2:16][CH2:15][CH2:14]1, predict the reactants needed to synthesize it. The reactants are: Br[CH:2]([CH3:12])[C:3]([C:5]1[CH:10]=[CH:9][CH:8]=[C:7]([Cl:11])[CH:6]=1)=[O:4].[CH:13]1([NH2:17])[CH2:16][CH2:15][CH2:14]1.Cl.CCOC(C)=O. (2) Given the product [O:15]=[C:14]1[C:16]2[S:17][CH:18]=[CH:19][C:20]=2[CH:7]([C:1]2[CH:6]=[CH:5][CH:4]=[CH:3][CH:2]=2)[CH:8]1[C:9]([O:11][CH2:12][CH3:13])=[O:10], predict the reactants needed to synthesize it. The reactants are: [C:1]1([CH:7]=[C:8]([C:14]([C:16]2[S:17][CH:18]=[CH:19][CH:20]=2)=[O:15])[C:9]([O:11][CH2:12][CH3:13])=[O:10])[CH:6]=[CH:5][CH:4]=[CH:3][CH:2]=1.[Cl-].[Cl-].[Cl-].[Al+3]. (3) Given the product [ClH:29].[Br:1][C:2]1[C:10]2[C:6](=[C:7]3[NH:14][C:13](=[O:15])[CH:12]=[C:11]([CH:16]4[CH2:21][CH2:20][NH:19][CH2:18][CH2:17]4)[N:8]3[N:9]=2)[CH:5]=[CH:4][CH:3]=1, predict the reactants needed to synthesize it. The reactants are: [Br:1][C:2]1[C:10]2[C:6](=[C:7]3[NH:14][C:13](=[O:15])[CH:12]=[C:11]([CH:16]4[CH2:21][CH2:20][N:19](C(OC(C)(C)C)=O)[CH2:18][CH2:17]4)[N:8]3[N:9]=2)[CH:5]=[CH:4][CH:3]=1.[ClH:29]. (4) Given the product [C:1]([O:5][C:6]([N:8]1[CH2:14][CH2:13][CH2:12][N:11]([C:15]([C:17]2[CH:18]=[C:19]3[C:23](=[CH:24][CH:25]=2)[N:22]([CH:26]([CH3:27])[CH3:28])[C:21]([C:29]([N:32]2[CH2:37][CH2:36][S:35](=[O:39])(=[O:38])[CH2:34][CH2:33]2)=[O:30])=[CH:20]3)=[O:16])[CH2:10][CH2:9]1)=[O:7])([CH3:2])([CH3:3])[CH3:4], predict the reactants needed to synthesize it. The reactants are: [C:1]([O:5][C:6]([N:8]1[CH2:14][CH2:13][CH2:12][N:11]([C:15]([C:17]2[CH:18]=[C:19]3[C:23](=[CH:24][CH:25]=2)[N:22]([CH:26]([CH3:28])[CH3:27])[C:21]([C:29](O)=[O:30])=[CH:20]3)=[O:16])[CH2:10][CH2:9]1)=[O:7])([CH3:4])([CH3:3])[CH3:2].[NH:32]1[CH2:37][CH2:36][S:35](=[O:39])(=[O:38])[CH2:34][CH2:33]1.Cl.C(N=C=NCCCN(C)C)C. (5) Given the product [CH:31]1([N:15]([C:16]2[CH:21]=[CH:20][CH:19]=[C:18]([F:22])[C:17]=2[CH3:23])[C:13](=[O:14])[N:12]([CH3:60])[C:10]2[S:11][C:7]([S:6][CH2:5][C:4]([OH:3])=[O:30])=[CH:8][N:9]=2)[CH2:35][CH2:34][CH2:33][CH2:32]1, predict the reactants needed to synthesize it. The reactants are: C([O:3][C:4](=[O:30])[CH2:5][S:6][C:7]1[S:11][C:10]([NH:12][C:13]([N:15](CC2CCCC2)[C:16]2[CH:21]=[CH:20][CH:19]=[C:18]([F:22])[C:17]=2[CH3:23])=[O:14])=[N:9][CH:8]=1)C.[CH:31]1(N(C2C=CC(S(C)(=O)=O)=CC=2)C(=O)N(C)C2SC=C(CC(O)=O)N=2)[CH2:35][CH2:34][CH2:33][CH2:32]1.[CH:60]1(CNC2C=CC=C(F)C=2C)CCCC1.C(OC(=O)CSC1SC(N)=NC=1)C. (6) The reactants are: C(N(CC)CC)C.[C:8](Cl)(=[O:17])[CH2:9][CH2:10][C:11]1[CH:16]=[CH:15][CH:14]=[CH:13][CH:12]=1.[CH2:19]([O:26][C:27]1[C:28]([CH3:36])=[C:29]([CH3:35])[C:30]([NH2:34])=[N:31][C:32]=1[CH3:33])[C:20]1[CH:25]=[CH:24][CH:23]=[CH:22][CH:21]=1. Given the product [CH2:19]([O:26][C:27]1[C:28]([CH3:36])=[C:29]([CH3:35])[C:30]([NH:34][C:8](=[O:17])[CH2:9][CH2:10][C:11]2[CH:16]=[CH:15][CH:14]=[CH:13][CH:12]=2)=[N:31][C:32]=1[CH3:33])[C:20]1[CH:21]=[CH:22][CH:23]=[CH:24][CH:25]=1, predict the reactants needed to synthesize it.